From a dataset of Peptide-MHC class II binding affinity with 134,281 pairs from IEDB. Regression. Given a peptide amino acid sequence and an MHC pseudo amino acid sequence, predict their binding affinity value. This is MHC class II binding data. The peptide sequence is LVAGPAGSYAADLGY. The MHC is DRB4_0101 with pseudo-sequence DRB4_0103. The binding affinity (normalized) is 0.187.